This data is from Peptide-MHC class II binding affinity with 134,281 pairs from IEDB. The task is: Regression. Given a peptide amino acid sequence and an MHC pseudo amino acid sequence, predict their binding affinity value. This is MHC class II binding data. The peptide sequence is MLKNSDLCNICWEQL. The MHC is DRB1_0101 with pseudo-sequence DRB1_0101. The binding affinity (normalized) is 0.450.